From a dataset of Forward reaction prediction with 1.9M reactions from USPTO patents (1976-2016). Predict the product of the given reaction. (1) Given the reactants [CH3:1][N:2]1[CH:6]=[C:5]([C:7]2[N:12]=[C:11]([C:13]3[C:14]([CH3:18])=[N:15][NH:16][CH:17]=3)[N:10]3[CH:19]=[CH:20][N:21]=[C:9]3[CH:8]=2)[CH:4]=[N:3]1.[C:22](#[N:25])[CH:23]=[CH2:24].C(#N)C.C1CCN2C(=NCCC2)CC1, predict the reaction product. The product is: [CH3:18][C:14]1[C:13]([C:11]2[N:10]3[CH:19]=[CH:20][N:21]=[C:9]3[CH:8]=[C:7]([C:5]3[CH:4]=[N:3][N:2]([CH3:1])[CH:6]=3)[N:12]=2)=[CH:17][N:16]([CH2:24][CH2:23][C:22]#[N:25])[N:15]=1. (2) Given the reactants [OH:1][C:2]1[CH:7]=[N:6][N:5]([CH:8]2[CH2:13][CH2:12][CH2:11][CH2:10][O:9]2)[C:4](=[O:14])[CH:3]=1.[CH2:15](Br)[C:16]1[CH:21]=[CH:20][CH:19]=[CH:18][CH:17]=1, predict the reaction product. The product is: [CH2:15]([O:1][C:2]1[CH:7]=[N:6][N:5]([CH:8]2[CH2:13][CH2:12][CH2:11][CH2:10][O:9]2)[C:4](=[O:14])[CH:3]=1)[C:16]1[CH:21]=[CH:20][CH:19]=[CH:18][CH:17]=1. (3) Given the reactants Cl.[NH:2]1[CH2:5][CH:4]([OH:6])[CH2:3]1.C(N(C(C)C)CC)(C)C.[CH2:16]([S:19](Cl)(=[O:21])=[O:20])[CH2:17][CH3:18].C(O)(=O)CC(CC(O)=O)(C(O)=O)O, predict the reaction product. The product is: [CH2:16]([S:19]([N:2]1[CH2:5][CH:4]([OH:6])[CH2:3]1)(=[O:21])=[O:20])[CH2:17][CH3:18]. (4) Given the reactants [NH2:17][C:16]1[CH:18]=[CH:19][C:20]([O:22][C:23]([F:24])([F:25])[F:26])=[CH:21][C:15]=1[S:14][S:14][C:15]1[CH:21]=[C:20]([O:22][C:23]([F:26])([F:25])[F:24])[CH:19]=[CH:18][C:16]=1[NH2:17].[CH2:27]1[C:31]2([CH2:36][C:35](=O)[CH2:34][C:33](=[O:38])[NH:32]2)[CH2:30][CH2:29][CH2:28]1, predict the reaction product. The product is: [F:26][C:23]([F:24])([F:25])[O:22][C:20]1[CH:19]=[CH:18][C:16]2[NH:17][C:35]3[CH2:36][C:31]4([NH:32][C:33](=[O:38])[C:34]=3[S:14][C:15]=2[CH:21]=1)[CH2:27][CH2:28][CH2:29][CH2:30]4. (5) Given the reactants Br[C:2]1[C:7]([C:8]([F:11])([F:10])[F:9])=[CH:6][CH:5]=[CH:4][C:3]=1[CH:12]([O:17][C:18]([CH3:21])([CH3:20])[CH3:19])[C:13]([O:15][CH3:16])=[O:14].C(=O)([O-])[O-].[Na+].[Na+].CC1(C)C(C)(C)OB([C:36]2[CH:37]=[C:38]3[C:43](=[CH:44][CH:45]=2)[O:42][CH2:41][CH2:40][CH2:39]3)O1, predict the reaction product. The product is: [C:18]([O:17][CH:12]([C:3]1[CH:4]=[CH:5][CH:6]=[C:7]([C:8]([F:11])([F:10])[F:9])[C:2]=1[C:36]1[CH:45]=[CH:44][C:43]2[O:42][CH2:41][CH2:40][CH2:39][C:38]=2[CH:37]=1)[C:13]([O:15][CH3:16])=[O:14])([CH3:21])([CH3:20])[CH3:19]. (6) The product is: [CH2:15]([NH:12][C:13]([N:9]1[C:10](=[O:11])[C:5]2[C:6](=[N:7][C:2]([CH3:1])=[CH:3][CH:4]=2)[O:8]1)=[O:14])[CH2:16][CH2:17][CH2:18][CH2:19][CH3:20]. Given the reactants [CH3:1][C:2]1[N:7]=[C:6]2[O:8][N:9]=[C:10]([OH:11])[C:5]2=[CH:4][CH:3]=1.[N:12]([CH2:15][CH2:16][CH2:17][CH2:18][CH2:19][CH3:20])=[C:13]=[O:14], predict the reaction product. (7) Given the reactants Br[C:2]1[N:3]=[CH:4][C:5]([C:8]([N:10]2[CH2:15][CH2:14][N:13]([C:16]3[C:21]([CH3:22])=[CH:20][C:19]([CH:23]4[CH2:25][CH2:24]4)=[CH:18][N:17]=3)[CH2:12][CH2:11]2)=[O:9])=[N:6][CH:7]=1.C([N:29]1[CH2:33][CH2:32][NH:31][C:30]1=[O:34])(=O)C, predict the reaction product. The product is: [CH:23]1([C:19]2[CH:20]=[C:21]([CH3:22])[C:16]([N:13]3[CH2:14][CH2:15][N:10]([C:8]([C:5]4[N:6]=[CH:7][C:2]([N:29]5[CH2:33][CH2:32][NH:31][C:30]5=[O:34])=[N:3][CH:4]=4)=[O:9])[CH2:11][CH2:12]3)=[N:17][CH:18]=2)[CH2:25][CH2:24]1. (8) The product is: [Cl:1][C:2]1[CH:7]=[C:6]([F:8])[CH:5]=[CH:4][C:3]=1[S:9]([NH:12][CH2:13][CH2:14][CH2:15][NH:16][C:17]([C@@H:19]([NH:24][C:25]([C:27]1[C:28]2[CH2:29][CH2:30][N:31]([CH2:38][C:39]3[CH:44]=[CH:43][CH:42]=[CH:41][CH:40]=3)[CH2:32][C:33]=2[CH:34]=[CH:35][CH:36]=1)=[O:26])[CH2:20][CH:21]([CH3:23])[CH3:22])=[O:18])(=[O:11])=[O:10]. Given the reactants [Cl:1][C:2]1[CH:7]=[C:6]([F:8])[CH:5]=[CH:4][C:3]=1[S:9]([NH:12][CH2:13][CH2:14][CH2:15][NH:16][C:17]([C@@H:19]([NH:24][C:25]([C:27]1[C:28]2[CH2:29][CH2:30][NH:31][CH2:32][C:33]=2[CH:34]=[CH:35][CH:36]=1)=[O:26])[CH2:20][CH:21]([CH3:23])[CH3:22])=[O:18])(=[O:11])=[O:10].Cl[CH2:38][C:39]1[CH:44]=[CH:43][CH:42]=[CH:41][CH:40]=1.C(N(CC)CC)C, predict the reaction product. (9) Given the reactants C1(P(C2CCCCC2)C2C=CC=CC=2C2C(OC)=CC=CC=2OC)CCCCC1.C(=O)([O-])[O-].[K+].[K+].[CH3:36][N:37]([CH2:39][C:40]1[CH:45]=[C:44]([OH:46])[CH:43]=[CH:42][C:41]=1B(O)O)[CH3:38].[F:50][C:51]1[CH:52]=[CH:53][C:54]2[N:55]([CH:57]=[C:58]([C:60]([NH:62][C@H:63]3[CH2:68][CH2:67][C@@H:66]([N:69]4[C:74](=[O:75])[C:73]5[CH:76]=[C:77]([F:80])[CH:78]=[N:79][C:72]=5[N:71]([C:81]5[CH:86]=[CH:85][CH:84]=[C:83](I)[CH:82]=5)[C:70]4=[O:88])[CH2:65][CH2:64]3)=[O:61])[N:59]=2)[CH:56]=1, predict the reaction product. The product is: [CH3:36][N:37]([CH2:39][C:40]1[CH:45]=[C:44]([OH:46])[CH:43]=[CH:42][C:41]=1[C:85]1[CH:84]=[CH:83][CH:82]=[C:81]([N:71]2[C:72]3[N:79]=[CH:78][C:77]([F:80])=[CH:76][C:73]=3[C:74](=[O:75])[N:69]([C@@H:66]3[CH2:67][CH2:68][C@H:63]([NH:62][C:60]([C:58]4[N:59]=[C:54]5[CH:53]=[CH:52][C:51]([F:50])=[CH:56][N:55]5[CH:57]=4)=[O:61])[CH2:64][CH2:65]3)[C:70]2=[O:88])[CH:86]=1)[CH3:38].